Dataset: Peptide-MHC class I binding affinity with 185,985 pairs from IEDB/IMGT. Task: Regression. Given a peptide amino acid sequence and an MHC pseudo amino acid sequence, predict their binding affinity value. This is MHC class I binding data. (1) The MHC is HLA-B51:01 with pseudo-sequence HLA-B51:01. The peptide sequence is LPNDRVLDI. The binding affinity (normalized) is 0.419. (2) The peptide sequence is KTVRYWHRF. The binding affinity (normalized) is 0.0847. The MHC is HLA-A68:02 with pseudo-sequence HLA-A68:02.